The task is: Predict the product of the given reaction.. This data is from Forward reaction prediction with 1.9M reactions from USPTO patents (1976-2016). Given the reactants [O:1]1[CH2:4][CH:3]([C:5]2[CH:6]=[C:7]([CH2:11][CH2:12][OH:13])[CH:8]=[CH:9][CH:10]=2)[CH2:2]1.C(Cl)Cl.[C:17]1([CH3:27])[CH:22]=[CH:21][C:20]([S:23](Cl)(=[O:25])=[O:24])=[CH:19][CH:18]=1, predict the reaction product. The product is: [O:1]1[CH2:4][CH:3]([C:5]2[CH:6]=[C:7]([CH2:11][CH2:12][O:13][S:23]([C:20]3[CH:21]=[CH:22][C:17]([CH3:27])=[CH:18][CH:19]=3)(=[O:25])=[O:24])[CH:8]=[CH:9][CH:10]=2)[CH2:2]1.